Dataset: TCR-epitope binding with 47,182 pairs between 192 epitopes and 23,139 TCRs. Task: Binary Classification. Given a T-cell receptor sequence (or CDR3 region) and an epitope sequence, predict whether binding occurs between them. (1) The epitope is FLKEKGGL. The TCR CDR3 sequence is CASSLIGQGGPDTQYF. Result: 0 (the TCR does not bind to the epitope). (2) The epitope is ELAGIGILTV. The TCR CDR3 sequence is CASSLEGQGMNTEAFF. Result: 1 (the TCR binds to the epitope). (3) The epitope is YIFFASFYY. The TCR CDR3 sequence is CASSYPKLEIEQFF. Result: 0 (the TCR does not bind to the epitope). (4) The epitope is CINGVCWTV. The TCR CDR3 sequence is CATSEPAGLAGGNNEQFF. Result: 1 (the TCR binds to the epitope). (5) The epitope is AMFWSVPTV. The TCR CDR3 sequence is CASSSDLYEQYF. Result: 1 (the TCR binds to the epitope). (6) The epitope is MPASWVMRI. The TCR CDR3 sequence is CASSQVGGSYEQYF. Result: 1 (the TCR binds to the epitope). (7) Result: 0 (the TCR does not bind to the epitope). The epitope is YVLDHLIVV. The TCR CDR3 sequence is CASSEWRDQSEQYF.